This data is from Forward reaction prediction with 1.9M reactions from USPTO patents (1976-2016). The task is: Predict the product of the given reaction. (1) Given the reactants [F:1][C:2]1[CH:3]=[C:4]([C:9]2(O)[CH2:14][CH2:13][N:12]([C:15]([O:17][C:18]([CH3:21])([CH3:20])[CH3:19])=[O:16])[CH2:11][CH2:10]2)[CH:5]=[CH:6][C:7]=1[F:8].CS(Cl)(=O)=O.C(N(CC)CC)C, predict the reaction product. The product is: [F:1][C:2]1[CH:3]=[C:4]([C:9]2[CH2:14][CH2:13][N:12]([C:15]([O:17][C:18]([CH3:21])([CH3:20])[CH3:19])=[O:16])[CH2:11][CH:10]=2)[CH:5]=[CH:6][C:7]=1[F:8]. (2) Given the reactants Br[C:2]1[CH:3]=[C:4]([NH2:10])[C:5]([O:8][CH3:9])=[N:6][CH:7]=1.[CH3:11][C:12]1([CH3:28])[C:16]([CH3:18])([CH3:17])[O:15][B:14]([B:14]2[O:15][C:16]([CH3:18])([CH3:17])[C:12]([CH3:28])([CH3:11])[O:13]2)[O:13]1.C([O-])(=O)C.[K+], predict the reaction product. The product is: [CH3:9][O:8][C:5]1[C:4]([NH2:10])=[CH:3][C:2]([B:14]2[O:15][C:16]([CH3:18])([CH3:17])[C:12]([CH3:28])([CH3:11])[O:13]2)=[CH:7][N:6]=1. (3) Given the reactants N1CCOCC1.[C:7]([OH:11])(=[O:10])[CH:8]=O.[CH:12](=[O:17])[CH2:13][CH2:14][CH2:15][CH3:16].Cl, predict the reaction product. The product is: [OH:17][C:12]1[O:11][C:7](=[O:10])[CH2:8][C:13]=1[CH2:14][CH2:15][CH3:16]. (4) Given the reactants [Cl:1][C:2]1[CH:3]=[C:4]([CH2:9][C:10]#[N:11])[CH:5]=[CH:6][C:7]=1[Cl:8].C([Li])CCC.[S:17]1[CH:21]=[CH:20][CH:19]=[C:18]1[C:22]1[CH:29]=[CH:28][CH:27]=[CH:26][C:23]=1[CH:24]=[O:25].C(O)(=O)C, predict the reaction product. The product is: [Cl:1][C:2]1[CH:3]=[C:4]([CH:9]([CH:24]([OH:25])[C:23]2[CH:26]=[CH:27][CH:28]=[CH:29][C:22]=2[C:18]2[S:17][CH:21]=[CH:20][CH:19]=2)[C:10]#[N:11])[CH:5]=[CH:6][C:7]=1[Cl:8]. (5) Given the reactants Br[C:2]1[CH:3]=[C:4]([S:15][C:16]2[CH:21]=[CH:20][CH:19]=[CH:18][C:17]=2[Cl:22])[C:5]([NH:8][C:9]2[S:10][CH:11]=[C:12]([CH3:14])[N:13]=2)=[N:6][CH:7]=1.[C:23]1([SH:29])[CH:28]=[CH:27][CH:26]=[CH:25][CH:24]=1, predict the reaction product. The product is: [ClH:22].[Cl:22][C:17]1[CH:18]=[CH:19][CH:20]=[CH:21][C:16]=1[S:15][C:4]1[C:5]([NH:8][C:9]2[S:10][CH:11]=[C:12]([CH3:14])[N:13]=2)=[N:6][CH:7]=[C:2]([S:29][C:23]2[CH:28]=[CH:27][CH:26]=[CH:25][CH:24]=2)[CH:3]=1.